Dataset: Forward reaction prediction with 1.9M reactions from USPTO patents (1976-2016). Task: Predict the product of the given reaction. (1) Given the reactants [NH2:1][C:2]1[S:6][N:5]=[C:4](/[C:7](=[N:38]/[O:39][C:40]([C:43]([O:45]C(C)(C)C)=[O:44])([CH3:42])[CH3:41])/[C:8]([NH:10][C@@H:11]2[C:36](=[O:37])[N:13]3[C:14]([C:20]([O:22]C(C4C=CC=CC=4)C4C=CC=CC=4)=[O:21])=[C:15]([CH2:18]I)[CH2:16][S:17][C@H:12]23)=[O:9])[N:3]=1.C[Si](C)(C)NC(=O)C.[CH3:58][N:59]1[C:63]([NH:64]C(C2C=CC=CC=2)(C2C=CC=CC=2)C2C=CC=CC=2)=[C:62]([NH:84][C:85]([NH:87][CH:88]2[CH2:92][CH2:91][N:90](C(OC(C)(C)C)=O)[CH2:89]2)=[O:86])[CH:61]=[N:60]1.C(OCC)(=O)C, predict the reaction product. The product is: [NH2:64][C:63]1[N:59]([CH3:58])[N+:60]([CH2:18][C:15]2[CH2:16][S:17][C@@H:12]3[C@H:11]([NH:10][C:8](=[O:9])/[C:7](/[C:4]4[N:3]=[C:2]([NH2:1])[S:6][N:5]=4)=[N:38]\[O:39][C:40]([C:43]([OH:45])=[O:44])([CH3:41])[CH3:42])[C:36](=[O:37])[N:13]3[C:14]=2[C:20]([O-:22])=[O:21])=[CH:61][C:62]=1[NH:84][C:85]([NH:87][CH:88]1[CH2:92][CH2:91][NH:90][CH2:89]1)=[O:86]. (2) Given the reactants C(O[BH-](OC(=O)C)OC(=O)C)(=O)C.[Na+].[C:15]([O:19][C:20]([N:22]1[CH2:27][CH2:26][CH:25]([NH2:28])[CH2:24][CH2:23]1)=[O:21])([CH3:18])([CH3:17])[CH3:16].[CH3:29][C:30]1[S:31][C:32]([CH:36]=O)=[C:33]([CH3:35])[N:34]=1.C(O)(=O)C.[OH-].[Na+], predict the reaction product. The product is: [C:15]([O:19][C:20]([N:22]1[CH2:27][CH2:26][CH:25]([NH:28][CH2:36][C:32]2[S:31][C:30]([CH3:29])=[N:34][C:33]=2[CH3:35])[CH2:24][CH2:23]1)=[O:21])([CH3:18])([CH3:16])[CH3:17]. (3) Given the reactants S(O)(O)(=O)=O.[CH3:6][S:7][C:8](=[NH:10])[NH2:9].O.Cl[C:13]([O:15][CH2:16][CH2:17][CH2:18][Cl:19])=[O:14], predict the reaction product. The product is: [NH:10]=[C:8]([NH:9][C:13](=[O:14])[O:15][CH2:16][CH2:17][CH2:18][Cl:19])[S:7][CH3:6]. (4) Given the reactants [C:1](Cl)(=[O:6])[CH2:2][CH:3]([CH3:5])[CH3:4].[Cl-].[Cl-].[Cl-].[Al+3].[C:12]1([CH3:18])[CH:17]=[CH:16][CH:15]=[CH:14][CH:13]=1, predict the reaction product. The product is: [CH3:4][CH:3]([CH3:5])[CH2:2][C:1]([C:15]1[CH:16]=[CH:17][C:12]([CH3:18])=[CH:13][CH:14]=1)=[O:6]. (5) Given the reactants [CH2:1]([O:8][N:9]([CH2:12][C@H:13]([O:44][CH2:45][C:46]1[CH:51]=[CH:50][CH:49]=[CH:48][CH:47]=1)[C@H:14]([O:36][CH2:37][C:38]1[CH:43]=[CH:42][CH:41]=[CH:40][CH:39]=1)[C@H:15]([O:28][CH2:29][C:30]1[CH:35]=[CH:34][CH:33]=[CH:32][CH:31]=1)[CH2:16][O:17][Si](C(C)C)(C(C)C)C(C)C)[CH:10]=[O:11])[C:2]1[CH:7]=[CH:6][CH:5]=[CH:4][CH:3]=1.CCCC[N+](CCCC)(CCCC)CCCC.[F-], predict the reaction product. The product is: [CH2:1]([O:8][N:9]([CH2:12][C@H:13]([O:44][CH2:45][C:46]1[CH:47]=[CH:48][CH:49]=[CH:50][CH:51]=1)[C@H:14]([O:36][CH2:37][C:38]1[CH:43]=[CH:42][CH:41]=[CH:40][CH:39]=1)[C@H:15]([O:28][CH2:29][C:30]1[CH:31]=[CH:32][CH:33]=[CH:34][CH:35]=1)[CH2:16][OH:17])[CH:10]=[O:11])[C:2]1[CH:7]=[CH:6][CH:5]=[CH:4][CH:3]=1. (6) Given the reactants [C:1]1([C:7]2[N:12]=[CH:11][C:10]([CH2:13][CH2:14][NH2:15])=[CH:9][CH:8]=2)[CH:6]=[CH:5][CH:4]=[CH:3][CH:2]=1.C1([O:22][C:23]([O:25][CH2:26][C:27]([O:29][CH2:30][CH3:31])=[O:28])=O)C=CC=CC=1, predict the reaction product. The product is: [C:1]1([C:7]2[N:12]=[CH:11][C:10]([CH2:13][CH2:14][NH:15][C:23]([O:25][CH2:26][C:27]([O:29][CH2:30][CH3:31])=[O:28])=[O:22])=[CH:9][CH:8]=2)[CH:6]=[CH:5][CH:4]=[CH:3][CH:2]=1. (7) Given the reactants F[P-](F)(F)(F)(F)F.[CH2:8](C1N=NN(O[P+](N(C)C)(N(C)C)N(C)C)C=1)[C:9]1C=CC=CC=1.[Cl:31][C:32]1[CH:37]=[CH:36][C:35]([C@:38]([N:46]2[C:54]3[C:49](=[C:50]([NH:55][S:56]([CH3:59])(=[O:58])=[O:57])[CH:51]=[CH:52][CH:53]=3)[CH:48]=[CH:47]2)([CH2:44][CH3:45])/[C:39](=[N:42]\[H])/[NH:40][OH:41])=[CH:34][CH:33]=1.[C:60](O)(=O)C.C(N(CC)C(C)C)(C)C, predict the reaction product. The product is: [CH3:60][CH2:59][S:56]([NH:55][C:50]1[CH:51]=[CH:52][CH:53]=[C:54]2[C:49]=1[CH:48]=[CH:47][N:46]2[C@:38]([C:35]1[CH:36]=[CH:37][C:32]([Cl:31])=[CH:33][CH:34]=1)([C:39]1[N:42]=[C:8]([CH3:9])[O:41][N:40]=1)[CH2:44][CH3:45])(=[O:58])=[O:57].